From a dataset of Reaction yield outcomes from USPTO patents with 853,638 reactions. Predict the reaction yield, written as a fraction of the theoretical maximum amount of product (1.0 means a 100% yield; for example, 0.34 means a 34% yield). (1) The reactants are [CH3:1][C:2]([C:6]1[N:10]([CH2:11][CH:12]2[CH2:17][CH2:16][O:15][CH2:14][CH2:13]2)[C:9]2[CH:18]=[CH:19][C:20]([S:22](Cl)(=[O:24])=[O:23])=[CH:21][C:8]=2[N:7]=1)([CH3:5])[CH2:3][CH3:4].[NH:26]1[CH:30]=[CH:29][C:28]([CH:31]=[O:32])=[CH:27]1.[H-].[Na+]. The catalyst is C1COCC1. The product is [CH3:1][C:2]([C:6]1[N:10]([CH2:11][CH:12]2[CH2:17][CH2:16][O:15][CH2:14][CH2:13]2)[C:9]2[CH:18]=[CH:19][C:20]([S:22]([N:26]3[CH:30]=[CH:29][C:28]([CH:31]=[O:32])=[CH:27]3)(=[O:24])=[O:23])=[CH:21][C:8]=2[N:7]=1)([CH3:5])[CH2:3][CH3:4]. The yield is 0.710. (2) The yield is 0.940. The catalyst is C(Cl)Cl. The reactants are [NH2:1][C:2]1[CH:7]=[CH:6][C:5]([CH:8]2[CH2:13][C:12](=[O:14])[NH:11][C:10](=[O:15])[CH2:9]2)=[CH:4][CH:3]=1.C1C(=O)N([Br:23])C(=O)C1. The product is [NH2:1][C:2]1[CH:3]=[CH:4][C:5]([CH:8]2[CH2:9][C:10](=[O:15])[NH:11][C:12](=[O:14])[CH2:13]2)=[CH:6][C:7]=1[Br:23]. (3) The reactants are [C:1](=[O:4])([O-])[O-].[Cs+].[Cs+].[CH2:7]([O:9][C:10](=[O:28])[C:11]([CH3:27])([O:20][C:21]1[CH:26]=[CH:25][CH:24]=[CH:23][CH:22]=1)[CH2:12][C:13]1[CH:18]=[CH:17][C:16]([OH:19])=[CH:15][CH:14]=1)[CH3:8].[CH3:29][N:30]1[CH:34]([CH2:35][CH2:36]OS(C2C=CC(C)=CC=2)(=O)=O)[CH2:33][N:32]([CH2:48][C:49]2[CH:54]=[CH:53][C:52]([C:55]([F:58])([F:57])[F:56])=[CH:51][CH:50]=2)[C:31]1=[O:59]. The catalyst is CN(C=O)C.C(OCC)(=O)C. The product is [CH2:7]([O:9][C:10](=[O:28])[C:11]([CH3:27])([O:20][C:21]1[CH:26]=[CH:25][CH:24]=[CH:23][CH:22]=1)[CH2:12][C:13]1[CH:18]=[CH:17][C:16]([O:19][CH2:36][CH2:35][CH:34]2[CH2:33][N:32]([CH2:48][C:49]3[CH:54]=[CH:53][C:52]([C:55]([F:57])([F:56])[F:58])=[CH:51][CH:50]=3)[C:31](=[O:59])[N:30]2[CH2:29][C:13]2[CH:18]=[CH:17][C:16]([O:4][CH3:1])=[CH:15][CH:14]=2)=[CH:15][CH:14]=1)[CH3:8]. The yield is 0.970. (4) The reactants are [NH2:1][C@@H:2]([C:22]1[CH:27]=[CH:26][C:25]([Cl:28])=[CH:24][CH:23]=1)[C@:3]([NH:12]S(=O)(=O)OCC(Cl)(Cl)Cl)([C:5]1[CH:6]=[N:7][C:8]([Cl:11])=[CH:9][CH:10]=1)[CH3:4]. The catalyst is Cl.CO. The product is [Cl:28][C:25]1[CH:24]=[CH:23][C:22]([C@@H:2]([NH2:1])[C@:3]([C:5]2[CH:6]=[N:7][C:8]([Cl:11])=[CH:9][CH:10]=2)([NH2:12])[CH3:4])=[CH:27][CH:26]=1. The yield is 0.690.